From a dataset of Forward reaction prediction with 1.9M reactions from USPTO patents (1976-2016). Predict the product of the given reaction. (1) Given the reactants [C:1]([NH:4][C:5]1[CH:10]=[CH:9][C:8]([C:11]2[C:20]3[C:15](=[CH:16][CH:17]=[C:18]([S:21][CH3:22])[CH:19]=3)[CH:14]=[N:13][N:12]=2)=[CH:7][CH:6]=1)(=[O:3])[CH3:2].[BH3-]C#N.[Na+].O.C([O-])(O)=O.[Na+], predict the reaction product. The product is: [C:1]([NH:4][C:5]1[CH:6]=[CH:7][C:8]([C:11]2[C:20]3[C:15](=[CH:16][CH:17]=[C:18]([S:21][CH3:22])[CH:19]=3)[CH2:14][NH:13][N:12]=2)=[CH:9][CH:10]=1)(=[O:3])[CH3:2]. (2) Given the reactants C1(C[O:8][C:9]([NH:11][C:12]2[CH:21]=[C:20]3[C:15]([CH2:16][CH2:17][N:18]([C:22]([O:24][CH2:25][C:26]4[CH:31]=[CH:30][CH:29]=[CH:28][CH:27]=4)=[O:23])[CH2:19]3)=[CH:14][CH:13]=2)=O)C=CC=CC=1.Cl[CH2:33][C@@H:34]([OH:44])[CH2:35][NH:36][C:37](=[O:43])[O:38][C:39]([CH3:42])([CH3:41])[CH3:40].O(C(C)(C)C)[Li], predict the reaction product. The product is: [CH3:40][C:39]([CH3:42])([O:38][C:37]([NH:36][CH2:35][C@@H:34]1[O:44][C:9](=[O:8])[N:11]([C:12]2[CH:21]=[C:20]3[C:15]([CH2:16][CH2:17][N:18]([C:22]([O:24][CH2:25][C:26]4[CH:31]=[CH:30][CH:29]=[CH:28][CH:27]=4)=[O:23])[CH2:19]3)=[CH:14][CH:13]=2)[CH2:33]1)=[O:43])[CH3:41]. (3) Given the reactants [CH3:1][C:2]1[C:11]2[C:6](=[CH:7][CH:8]=[C:9]([O:12][CH3:13])[CH:10]=2)[CH2:5][CH2:4][N:3]=1.C(O[BH-](OC(=O)C)OC(=O)C)(=O)C.[Na+], predict the reaction product. The product is: [CH3:1][CH:2]1[C:11]2[C:6](=[CH:7][CH:8]=[C:9]([O:12][CH3:13])[CH:10]=2)[CH2:5][CH2:4][NH:3]1. (4) The product is: [CH:25]([C:22]1[S:23][CH:24]=[C:20]([C:18]([N:16]2[CH2:17][C:11]3([CH2:10][N:9]([CH2:8][CH2:7][C:6]4[CH:5]=[C:4]([CH:30]=[CH:29][CH:28]=4)[CH2:3][CH2:2][O:1][CH2:33][CH2:32][C:31]([O:35][C:36]([CH3:39])([CH3:38])[CH3:37])=[O:34])[CH2:12]3)[O:13][CH2:14][CH2:15]2)=[O:19])[N:21]=1)([CH3:27])[CH3:26]. Given the reactants [OH:1][CH2:2][CH2:3][C:4]1[CH:5]=[C:6]([CH:28]=[CH:29][CH:30]=1)[CH2:7][CH2:8][N:9]1[CH2:12][C:11]2([CH2:17][N:16]([C:18]([C:20]3[N:21]=[C:22]([CH:25]([CH3:27])[CH3:26])[S:23][CH:24]=3)=[O:19])[CH2:15][CH2:14][O:13]2)[CH2:10]1.[C:31]([O:35][C:36]([CH3:39])([CH3:38])[CH3:37])(=[O:34])[CH:32]=[CH2:33].[OH-].C([N+](C)(C)C)C1C=CC=CC=1, predict the reaction product. (5) Given the reactants [NH2:1][C:2]1[C:11]2[C:6](=[C:7](Br)[CH:8]=[CH:9][CH:10]=2)[N:5]=[N:4][C:3]=1[C:13]([NH:15][CH2:16][CH2:17][CH2:18][CH3:19])=[O:14].[CH3:20][O:21][C:22]1[N:27]=[C:26]([O:28][CH3:29])[C:25](B2OC(C)(C)C(C)(C)O2)=[CH:24][N:23]=1, predict the reaction product. The product is: [NH2:1][C:2]1[C:11]2[C:6](=[C:7]([C:25]3[C:26]([O:28][CH3:29])=[N:27][C:22]([O:21][CH3:20])=[N:23][CH:24]=3)[CH:8]=[CH:9][CH:10]=2)[N:5]=[N:4][C:3]=1[C:13]([NH:15][CH2:16][CH2:17][CH2:18][CH3:19])=[O:14].